This data is from Peptide-MHC class I binding affinity with 185,985 pairs from IEDB/IMGT. The task is: Regression. Given a peptide amino acid sequence and an MHC pseudo amino acid sequence, predict their binding affinity value. This is MHC class I binding data. (1) The peptide sequence is RRDNRRGLRMA. The MHC is Mamu-B03 with pseudo-sequence Mamu-B03. The binding affinity (normalized) is 0.202. (2) The peptide sequence is ASDPSFPDI. The MHC is HLA-B35:01 with pseudo-sequence HLA-B35:01. The binding affinity (normalized) is 0.0847. (3) The peptide sequence is DEWECTRDD. The MHC is HLA-B27:03 with pseudo-sequence HLA-B27:03. The binding affinity (normalized) is 0.0847.